Dataset: Forward reaction prediction with 1.9M reactions from USPTO patents (1976-2016). Task: Predict the product of the given reaction. (1) Given the reactants [C:1]1([C:7]2[CH:12]=[CH:11][C:10]([C:13]3[N:14]=[C:15]([C:18]4[CH:22]=[C:21]([CH3:23])[N:20]([CH2:24][C:25]5[CH:30]=[CH:29][C:28]([CH3:31])=[CH:27][CH:26]=5)[N:19]=4)[O:16][CH:17]=3)=[CH:9][CH:8]=2)[CH2:6][CH2:5][CH2:4][CH2:3][CH:2]=1.[H][H], predict the reaction product. The product is: [CH:1]1([C:7]2[CH:8]=[CH:9][C:10]([C:13]3[N:14]=[C:15]([C:18]4[CH:22]=[C:21]([CH3:23])[N:20]([CH2:24][C:25]5[CH:30]=[CH:29][C:28]([CH3:31])=[CH:27][CH:26]=5)[N:19]=4)[O:16][CH:17]=3)=[CH:11][CH:12]=2)[CH2:6][CH2:5][CH2:4][CH2:3][CH2:2]1. (2) Given the reactants O[C:2]1[C:11]2[C:6](=[N:7][CH:8]=[CH:9][CH:10]=2)[N:5]([C:12]2[CH:17]=[CH:16][CH:15]=[CH:14][CH:13]=2)[C:4](=[O:18])[C:3]=1[C:19](=O)[CH2:20][CH2:21][C:22]1[CH:27]=[CH:26][N:25]=[CH:24][CH:23]=1.[CH3:29][NH:30][NH2:31], predict the reaction product. The product is: [CH3:29][N:30]1[C:2]2[C:11]3[CH:10]=[CH:9][CH:8]=[N:7][C:6]=3[N:5]([C:12]3[CH:17]=[CH:16][CH:15]=[CH:14][CH:13]=3)[C:4](=[O:18])[C:3]=2[C:19]([CH2:20][CH2:21][C:22]2[CH:27]=[CH:26][N:25]=[CH:24][CH:23]=2)=[N:31]1.